This data is from Catalyst prediction with 721,799 reactions and 888 catalyst types from USPTO. The task is: Predict which catalyst facilitates the given reaction. (1) Product: [NH2:1][C:2]1[CH:3]=[CH:4][C:5]([C:6]([O:8][CH2:9][CH3:10])=[O:7])=[CH:11][C:12]=1[Br:13]. The catalyst class is: 10. Reactant: [NH2:1][C:2]1[CH:12]=[CH:11][C:5]([C:6]([O:8][CH2:9][CH3:10])=[O:7])=[CH:4][CH:3]=1.[Br:13]N1C(=O)CCC1=O. (2) Reactant: [Cl:1][CH2:2][CH2:3][CH2:4][CH2:5][N:6]1[C:10]2[C:11](=O)[CH2:12][N:13]([CH3:17])[S:14](=[O:16])(=[O:15])[C:9]=2[CH:8]=[CH:7]1.Cl.[NH2:20][OH:21].C([O-])(=O)C.[Na+]. Product: [Cl:1][CH2:2][CH2:3][CH2:4][CH2:5][N:6]1[C:10]2[C:11](=[N:20][OH:21])[CH2:12][N:13]([CH3:17])[S:14](=[O:16])(=[O:15])[C:9]=2[CH:8]=[CH:7]1. The catalyst class is: 5. (3) Reactant: CNCCC(C1C=CC=CC=1)C1C2C(=NC=CC=2)NC=1.CC(OC(OC(OC(C)(C)C)=O)=O)(C)C.[C:36]([O:40][C:41](=[O:62])[N:42]([CH3:61])[CH2:43][CH2:44][CH:45]([C:55]1[CH:60]=[CH:59][CH:58]=[CH:57][CH:56]=1)[C:46]1[C:54]2[C:49](=[N:50][CH:51]=[CH:52][CH:53]=2)[NH:48][CH:47]=1)([CH3:39])([CH3:38])[CH3:37]. Product: [C:36]([O:40][C:41](=[O:62])[N:42]([CH3:61])[CH2:43][CH2:44][C@H:45]([C:55]1[CH:56]=[CH:57][CH:58]=[CH:59][CH:60]=1)[C:46]1[C:54]2[C:49](=[N:50][CH:51]=[CH:52][CH:53]=2)[NH:48][CH:47]=1)([CH3:39])([CH3:38])[CH3:37]. The catalyst class is: 2. (4) Reactant: Cl[C:2]1[C:11]2[C:6](=[CH:7][CH:8]=[CH:9][CH:10]=2)[C:5]([Cl:12])=[N:4][N:3]=1.[CH3:13][O:14][C:15]1[CH:24]=[C:23]2[C:18]([CH:19]=[CH:20][C:21]([OH:25])=[CH:22]2)=[CH:17][CH:16]=1.[Cl-].[Al+3].[Cl-].[Cl-]. Product: [Cl:12][C:5]1[C:6]2[C:11](=[CH:10][CH:9]=[CH:8][CH:7]=2)[C:2]([C:22]2[C:23]3[C:18](=[CH:17][CH:16]=[C:15]([O:14][CH3:13])[CH:24]=3)[CH:19]=[CH:20][C:21]=2[OH:25])=[N:3][N:4]=1. The catalyst class is: 26.